Dataset: Forward reaction prediction with 1.9M reactions from USPTO patents (1976-2016). Task: Predict the product of the given reaction. (1) Given the reactants CC(C)(C)C([O:5][CH2:6][C@@H:7]1[C@@H:12]([O:13]C(=O)C(C)(C)C)[C@H:11]([O:20]C(=O)C(C)(C)C)[C@H:10]([O:27]C(=O)C(C)(C)C)[C@@H:9]([C:34]2[CH:38]=[C:37]([C@@H:39]3[C@@H:44]([O:45]C(=O)C(C)(C)C)[C@@H:43]([O:52]C(=O)C(C)(C)C)[C@H:42]([O:59]C(=O)C(C)(C)C)[C@@H:41]([CH2:66][O:67]C(=O)C(C)(C)C)[O:40]3)[S:36][CH:35]=2)[O:8]1)=O.CO[Na], predict the reaction product. The product is: [OH:5][CH2:6][C@@H:7]1[C@@H:12]([OH:13])[C@H:11]([OH:20])[C@H:10]([OH:27])[C@@H:9]([C:34]2[CH:38]=[C:37]([C@@H:39]3[C@@H:44]([OH:45])[C@@H:43]([OH:52])[C@H:42]([OH:59])[C@@H:41]([CH2:66][OH:67])[O:40]3)[S:36][CH:35]=2)[O:8]1. (2) The product is: [ClH:24].[Cl:24][C:21]1[CH:20]=[CH:19][C:18]([CH2:17][O:16][C:10]2[CH:9]=[C:8]3[C:13]([CH2:14][CH2:15][NH:6][CH2:7]3)=[CH:12][CH:11]=2)=[CH:23][CH:22]=1. Given the reactants C(OC([N:6]1[CH2:15][CH2:14][C:13]2[C:8](=[CH:9][C:10]([O:16][CH2:17][C:18]3[CH:23]=[CH:22][C:21]([Cl:24])=[CH:20][CH:19]=3)=[CH:11][CH:12]=2)[CH2:7]1)=O)C, predict the reaction product. (3) Given the reactants [CH3:1][S:2][C:3]1[C:11]2[C:6](=[CH:7][C:8]([C:12]([N:14]3[CH2:19][CH2:18][N:17]([C:20]([O:22][C:23]([CH3:26])([CH3:25])[CH3:24])=[O:21])[CH2:16][CH2:15]3)=[O:13])=[CH:9][CH:10]=2)[NH:5][CH:4]=1.Cl[C:28]1[N:33]=[CH:32][C:31]([C:34]2[CH:39]=[CH:38][CH:37]=[CH:36][CH:35]=2)=[CH:30][N:29]=1.BrC1C=NC(N2C3C(=CC=C(C(N4CCOCC4)=O)C=3)C(SC)=C2)=NC=1, predict the reaction product. The product is: [CH3:1][S:2][C:3]1[C:11]2[C:6](=[CH:7][C:8]([C:12]([N:14]3[CH2:15][CH2:16][N:17]([C:20]([O:22][C:23]([CH3:26])([CH3:25])[CH3:24])=[O:21])[CH2:18][CH2:19]3)=[O:13])=[CH:9][CH:10]=2)[N:5]([C:28]2[N:29]=[CH:30][C:31]([C:34]3[CH:39]=[CH:38][CH:37]=[CH:36][CH:35]=3)=[CH:32][N:33]=2)[CH:4]=1. (4) Given the reactants [CH2:1]([NH:8][C:9]([C@@H:11]1[CH2:16][CH2:15][C@@H:14]([NH:17][O:18][CH2:19][C:20]2[CH:25]=[CH:24][CH:23]=[CH:22][CH:21]=2)[CH2:13][NH:12]1)=[O:10])[C:2]1[CH:7]=[CH:6][CH:5]=[CH:4][CH:3]=1.C(N(CC)CC)C.[C:33](O[C:33]([O:35][C:36]([CH3:39])([CH3:38])[CH3:37])=[O:34])([O:35][C:36]([CH3:39])([CH3:38])[CH3:37])=[O:34], predict the reaction product. The product is: [CH2:1]([NH:8][C:9]([C@@H:11]1[CH2:16][CH2:15][C@@H:14]([NH:17][O:18][CH2:19][C:20]2[CH:25]=[CH:24][CH:23]=[CH:22][CH:21]=2)[CH2:13][N:12]1[C:33]([O:35][C:36]([CH3:39])([CH3:38])[CH3:37])=[O:34])=[O:10])[C:2]1[CH:3]=[CH:4][CH:5]=[CH:6][CH:7]=1. (5) The product is: [CH3:16][N:15]([CH3:17])[CH:12]([CH2:13][CH3:14])[CH:11]([C:9]1[CH:8]=[CH:7][C:5]2[N:6]=[C:2]([C:30]3[CH:31]=[CH:32][C:27]([C:25]([O:24][CH3:23])=[O:26])=[CH:28][CH:29]=3)[S:3][C:4]=2[CH:10]=1)[N:18]1[CH:22]=[CH:21][N:20]=[CH:19]1. Given the reactants Br[C:2]1[S:3][C:4]2[CH:10]=[C:9]([CH:11]([N:18]3[CH:22]=[CH:21][N:20]=[CH:19]3)[CH:12]([N:15]([CH3:17])[CH3:16])[CH2:13][CH3:14])[CH:8]=[CH:7][C:5]=2[N:6]=1.[CH3:23][O:24][C:25]([C:27]1[CH:32]=[CH:31][C:30](B(O)O)=[CH:29][CH:28]=1)=[O:26].C(=O)([O-])[O-].[K+].[K+], predict the reaction product.